Dataset: Reaction yield outcomes from USPTO patents with 853,638 reactions. Task: Predict the reaction yield, written as a fraction of the theoretical maximum amount of product (1.0 means a 100% yield; for example, 0.34 means a 34% yield). (1) The reactants are [CH3:1][S:2]([C:5]1[CH:6]=[CH:7][C:8]([N+:11]([O-])=O)=[N:9][CH:10]=1)(=[O:4])=[O:3]. The catalyst is CO.[Pd]. The product is [CH3:1][S:2]([C:5]1[CH:6]=[CH:7][C:8]([NH2:11])=[N:9][CH:10]=1)(=[O:4])=[O:3]. The yield is 0.980. (2) The reactants are [OH:1][C@H:2]1[CH2:6][CH2:5][NH:4][C@@H:3]1[C:7]([OH:9])=[O:8].[OH-].[Na+].[C:12](O[C:12]([O:14][C:15]([CH3:18])([CH3:17])[CH3:16])=[O:13])([O:14][C:15]([CH3:18])([CH3:17])[CH3:16])=[O:13]. The catalyst is C1COCC1.O. The product is [C:15]([O:14][C:12]([N:4]1[CH2:5][CH2:6][C@H:2]([OH:1])[C@H:3]1[C:7]([OH:9])=[O:8])=[O:13])([CH3:18])([CH3:17])[CH3:16]. The yield is 0.700. (3) The reactants are C(O)(=O)C.C(O)(=O)C(O)=O.[CH2:11]([NH:14][NH2:15])[CH2:12][CH3:13].[CH:16](=O)[C:17]([CH3:19])=[O:18]. The catalyst is O. The product is [CH2:11]([NH:14][N:15]=[CH:16][C:17](=[O:18])[CH3:19])[CH2:12][CH3:13]. The yield is 0.960. (4) The reactants are [F:1][C:2]1[CH:3]=[C:4]([CH2:19][CH2:20][OH:21])[CH:5]=[CH:6][C:7]=1[O:8][C:9]1[CH:14]=[CH:13][CH:12]=[C:11]([C:15]([F:18])([F:17])[F:16])[N:10]=1.[N:22]#[C:23][NH2:24].OS(C(F)(F)F)(=O)=O. The catalyst is C1COCC1. The product is [C:23](=[NH:22])([O:21][CH2:20][CH2:19][C:4]1[CH:5]=[CH:6][C:7]([O:8][C:9]2[CH:14]=[CH:13][CH:12]=[C:11]([C:15]([F:16])([F:17])[F:18])[N:10]=2)=[C:2]([F:1])[CH:3]=1)[NH2:24]. The yield is 0.437. (5) The reactants are [NH2:1][C:2]1[C:7](I)=[CH:6][C:5]([Br:9])=[CH:4][N:3]=1.CCN(CC)CC.[Si:17]([C:21]#[CH:22])([CH3:20])([CH3:19])[CH3:18].CCOCC. The catalyst is C1COCC1.C(Cl)Cl.[Cu]I.Cl[Pd](Cl)([P](C1C=CC=CC=1)(C1C=CC=CC=1)C1C=CC=CC=1)[P](C1C=CC=CC=1)(C1C=CC=CC=1)C1C=CC=CC=1. The product is [Br:9][C:5]1[CH:6]=[C:7]([C:22]#[C:21][Si:17]([CH3:20])([CH3:19])[CH3:18])[C:2]([NH2:1])=[N:3][CH:4]=1. The yield is 0.840. (6) The reactants are Cl[C:2]1[C:14]2[N:13]=[C:12]3[N:7]([CH2:8][CH2:9][O:10][C:11]3([CH3:16])[CH3:15])[C:6]=2[N:5]=[C:4]([Cl:17])[N:3]=1.[CH3:18][C@H:19]1[O:24][C@@H:23]([CH3:25])[CH2:22][NH:21][CH2:20]1.C(N(CC)CC)C. No catalyst specified. The product is [Cl:17][C:4]1[N:3]=[C:2]([N:21]2[CH2:20][C@H:19]([CH3:18])[O:24][C@H:23]([CH3:25])[CH2:22]2)[C:14]2[N:13]=[C:12]3[N:7]([C:6]=2[N:5]=1)[CH2:8][CH2:9][O:10][C:11]3([CH3:16])[CH3:15]. The yield is 0.990. (7) The reactants are C(N(CC)CC)C.[CH2:8]([O:10][C:11]([C:13]1[C:18](O)=[CH:17][C:16](=[O:20])[N:15]([CH3:21])[CH:14]=1)=[O:12])[CH3:9].O=P(Cl)(Cl)[Cl:24]. No catalyst specified. The product is [CH2:8]([O:10][C:11]([C:13]1[C:18]([Cl:24])=[CH:17][C:16](=[O:20])[N:15]([CH3:21])[CH:14]=1)=[O:12])[CH3:9]. The yield is 0.670. (8) The reactants are Br[C:2]1[CH:7]=[CH:6][CH:5]=[CH:4][C:3]=1[C:8]1[CH:13]=[CH:12][CH:11]=[CH:10][CH:9]=1.II.[Mg].Cl[P:18]([C:23]([CH3:26])([CH3:25])[CH3:24])[C:19]([CH3:22])([CH3:21])[CH3:20]. The catalyst is C1COCC1. The product is [C:19]([P:18]([C:23]([CH3:26])([CH3:25])[CH3:24])[C:2]1[CH:7]=[CH:6][CH:5]=[CH:4][C:3]=1[C:8]1[CH:13]=[CH:12][CH:11]=[CH:10][CH:9]=1)([CH3:22])([CH3:21])[CH3:20]. The yield is 0.580. (9) The reactants are [C:1]([O:5][C:6]([N:8]1[CH2:13][CH2:12][CH:11]([C:14]2[CH:19]=[CH:18][C:17]([NH2:20])=[C:16](Br)[CH:15]=2)[CH2:10][CH2:9]1)=[O:7])([CH3:4])([CH3:3])[CH3:2].[C:22]1(B(O)O)[CH2:27][CH2:26][CH2:25][CH2:24][CH:23]=1.C([O-])([O-])=O.[Na+].[Na+].C(O)C. The catalyst is C1C=CC([P]([Pd]([P](C2C=CC=CC=2)(C2C=CC=CC=2)C2C=CC=CC=2)([P](C2C=CC=CC=2)(C2C=CC=CC=2)C2C=CC=CC=2)[P](C2C=CC=CC=2)(C2C=CC=CC=2)C2C=CC=CC=2)(C2C=CC=CC=2)C2C=CC=CC=2)=CC=1.CCOC(C)=O.C1(C)C=CC=CC=1. The product is [C:1]([O:5][C:6]([N:8]1[CH2:13][CH2:12][CH:11]([C:14]2[CH:19]=[CH:18][C:17]([NH2:20])=[C:16]([C:22]3[CH2:27][CH2:26][CH2:25][CH2:24][CH:23]=3)[CH:15]=2)[CH2:10][CH2:9]1)=[O:7])([CH3:4])([CH3:3])[CH3:2]. The yield is 0.850.